Dataset: Reaction yield outcomes from USPTO patents with 853,638 reactions. Task: Predict the reaction yield, written as a fraction of the theoretical maximum amount of product (1.0 means a 100% yield; for example, 0.34 means a 34% yield). The product is [CH3:1][O:2][C:3]([C:5]1[NH:6][C:7]([C:32]2[C:41]3[C:36](=[CH:37][CH:38]=[CH:39][CH:40]=3)[CH:35]=[N:34][CH:33]=2)=[CH:8][CH:9]=1)=[O:4]. The yield is 0.550. The catalyst is CN1C(=O)CCC1.[Pd].[Pd].C(=CC(C=CC1C=CC=CC=1)=O)C1C=CC=CC=1.C(=CC(C=CC1C=CC=CC=1)=O)C1C=CC=CC=1.C(=CC(C=CC1C=CC=CC=1)=O)C1C=CC=CC=1. The reactants are [CH3:1][O:2][C:3]([C:5]1[NH:6][C:7](Br)=[CH:8][CH:9]=1)=[O:4].C1([As](C2C=CC=CC=2)C2C=CC=CC=2)C=CC=CC=1.C[Sn](C)(C)[C:32]1[C:41]2[C:36](=[CH:37][CH:38]=[CH:39][CH:40]=2)[CH:35]=[N:34][CH:33]=1.